This data is from Peptide-MHC class II binding affinity with 134,281 pairs from IEDB. The task is: Regression. Given a peptide amino acid sequence and an MHC pseudo amino acid sequence, predict their binding affinity value. This is MHC class II binding data. (1) The MHC is DRB1_1201 with pseudo-sequence DRB1_1201. The binding affinity (normalized) is 0.528. The peptide sequence is NSLLFIPDIKLAIDN. (2) The MHC is HLA-DQA10301-DQB10302 with pseudo-sequence HLA-DQA10301-DQB10302. The peptide sequence is PLHLRYYRITYGETG. The binding affinity (normalized) is 0.252.